This data is from Catalyst prediction with 721,799 reactions and 888 catalyst types from USPTO. The task is: Predict which catalyst facilitates the given reaction. Reactant: [CH3:1][N:2]1[CH2:7][CH2:6][N:5]([CH:8]2[CH2:13][CH2:12][C:11](=[O:14])[CH2:10][CH2:9]2)[CH2:4][C:3]1=[O:15].O1CCCC1. Product: [OH:14][C@H:11]1[CH2:10][CH2:9][C@@H:8]([N:5]2[CH2:6][CH2:7][N:2]([CH3:1])[C:3](=[O:15])[CH2:4]2)[CH2:13][CH2:12]1. The catalyst class is: 5.